This data is from Catalyst prediction with 721,799 reactions and 888 catalyst types from USPTO. The task is: Predict which catalyst facilitates the given reaction. (1) Reactant: [Cl:1][C:2]1[C:7]([CH3:8])=[C:6]([N+:9]([O-])=O)[C:5]([O:12][CH3:13])=[CH:4][N+:3]=1[O-]. Product: [Cl:1][C:2]1[C:7]([CH3:8])=[C:6]([NH2:9])[C:5]([O:12][CH3:13])=[CH:4][N:3]=1. The catalyst class is: 180. (2) Reactant: [CH3:1][N:2]([CH3:15])[CH2:3][CH2:4][CH:5]1[CH2:13][C:12]2[C:7](=[CH:8][CH:9]=[CH:10][CH:11]=2)[CH:6]1O.Cl. Product: [CH2:13]1[C:12]2[C:7](=[CH:8][CH:9]=[CH:10][CH:11]=2)[CH:6]=[C:5]1[CH2:4][CH2:3][N:2]([CH3:1])[CH3:15]. The catalyst class is: 15. (3) The catalyst class is: 1. Reactant: Br[C:2]1[CH:7]=[CH:6][C:5]([NH:8][C:9]#[N:10])=[C:4]([CH:11]([CH3:13])[CH3:12])[CH:3]=1.[CH3:14][N:15]1[C:19]([C:20]#[N:21])=[CH:18][CH:17]=[C:16]1B(O)O.C(=O)([O-])[O-].[K+].[K+].C(P(C(C)(C)C)C(C)(C)C)(C)(C)C.[Br-]. Product: [C:20]([C:19]1[N:15]([CH3:14])[C:16]([C:2]2[CH:7]=[CH:6][C:5]([NH:8][C:9]#[N:10])=[C:4]([CH:11]([CH3:13])[CH3:12])[CH:3]=2)=[CH:17][CH:18]=1)#[N:21].